This data is from Peptide-MHC class I binding affinity with 185,985 pairs from IEDB/IMGT. The task is: Regression. Given a peptide amino acid sequence and an MHC pseudo amino acid sequence, predict their binding affinity value. This is MHC class I binding data. (1) The peptide sequence is YAMAIRQAI. The MHC is HLA-A30:02 with pseudo-sequence HLA-A30:02. The binding affinity (normalized) is 0.213. (2) The peptide sequence is MSNEGSYFF. The MHC is HLA-C04:01 with pseudo-sequence HLA-C04:01. The binding affinity (normalized) is 0.0847. (3) The peptide sequence is RRRWQQLL. The MHC is Mamu-B08 with pseudo-sequence Mamu-B08. The binding affinity (normalized) is 0.722. (4) The peptide sequence is FEDLRVSSF. The MHC is HLA-B44:03 with pseudo-sequence HLA-B44:03. The binding affinity (normalized) is 0.159.